Dataset: Reaction yield outcomes from USPTO patents with 853,638 reactions. Task: Predict the reaction yield, written as a fraction of the theoretical maximum amount of product (1.0 means a 100% yield; for example, 0.34 means a 34% yield). The product is [Cl:1][C:2]1[CH:3]=[CH:4][C:5]([OH:11])=[C:6](/[C:8](=[N:29]/[NH:28][C:26](=[O:27])[C:25]2[CH:30]=[C:21]([S:18]([N:15]3[CH2:14][CH2:13][O:12][CH2:17][CH2:16]3)(=[O:20])=[O:19])[CH:22]=[N:23][CH:24]=2)/[CH3:9])[CH:7]=1. The reactants are [Cl:1][C:2]1[CH:3]=[CH:4][C:5]([OH:11])=[C:6]([C:8](=O)[CH3:9])[CH:7]=1.[O:12]1[CH2:17][CH2:16][N:15]([S:18]([C:21]2[CH:22]=[N:23][CH:24]=[C:25]([CH:30]=2)[C:26]([NH:28][NH2:29])=[O:27])(=[O:20])=[O:19])[CH2:14][CH2:13]1. The catalyst is CO.C(O)(=O)C. The yield is 0.652.